This data is from Reaction yield outcomes from USPTO patents with 853,638 reactions. The task is: Predict the reaction yield, written as a fraction of the theoretical maximum amount of product (1.0 means a 100% yield; for example, 0.34 means a 34% yield). (1) The reactants are [NH2:1][C@H:2]([CH2:10][OH:11])[CH2:3][C:4]1[CH:9]=[CH:8][CH:7]=[CH:6][CH:5]=1.C(O)(=O)C.[CH:16](=O)[C:17]1[CH:22]=[CH:21][CH:20]=[CH:19][CH:18]=1.C([BH3-])#N.[Na+]. The catalyst is CO. The product is [CH2:16]([NH:1][C@H:2]([CH2:10][OH:11])[CH2:3][C:4]1[CH:5]=[CH:6][CH:7]=[CH:8][CH:9]=1)[C:17]1[CH:22]=[CH:21][CH:20]=[CH:19][CH:18]=1. The yield is 0.810. (2) The reactants are Br[C:2]1[CH:3]=[CH:4][CH:5]=[C:6]2[C:11]=1[N:10]=[C:9]([C:12]1[CH:17]=[CH:16][CH:15]=[CH:14][CH:13]=1)[CH:8]=[C:7]2[OH:18].[Cl-].[Li+].[CH2:21](C([SnH3])=C(CCCC)CCCC)[CH2:22]CC. The catalyst is C1C=CC([P]([Pd]([P](C2C=CC=CC=2)(C2C=CC=CC=2)C2C=CC=CC=2)([P](C2C=CC=CC=2)(C2C=CC=CC=2)C2C=CC=CC=2)[P](C2C=CC=CC=2)(C2C=CC=CC=2)C2C=CC=CC=2)(C2C=CC=CC=2)C2C=CC=CC=2)=CC=1.O1CCOCC1. The product is [C:12]1([C:9]2[CH:8]=[C:7]([OH:18])[C:6]3[C:11](=[C:2]([CH:21]=[CH2:22])[CH:3]=[CH:4][CH:5]=3)[N:10]=2)[CH:17]=[CH:16][CH:15]=[CH:14][CH:13]=1. The yield is 0.430. (3) The reactants are C(N(C(C)C)CC)(C)C.[Cl:10][C:11]1[CH:19]=[C:18]([C:20]([NH:22][CH2:23][C:24]2[CH:29]=[CH:28][CH:27]=[C:26]([OH:30])[CH:25]=2)=[O:21])[CH:17]=[CH:16][C:12]=1[C:13]([OH:15])=O.Cl.[CH3:32][O:33][C:34](=[O:47])[C@H:35]([CH2:37][NH:38][C:39](=[O:46])[C:40]1[CH:45]=[CH:44][CH:43]=[CH:42][CH:41]=1)[NH2:36].C1C=CC2N(O)N=NC=2C=1. The catalyst is CN(C)C=O. The product is [C:39]([NH:38][CH2:37][C@@H:35]([C:34]([O:33][CH3:32])=[O:47])[NH:36][C:13](=[O:15])[C:12]1[CH:16]=[CH:17][C:18]([C:20]([NH:22][CH2:23][C:24]2[CH:29]=[CH:28][CH:27]=[C:26]([OH:30])[CH:25]=2)=[O:21])=[CH:19][C:11]=1[Cl:10])(=[O:46])[C:40]1[CH:41]=[CH:42][CH:43]=[CH:44][CH:45]=1. The yield is 0.710. (4) The reactants are [CH3:1][O:2][C:3]1[CH:4]=[C:5]([CH:10]=[CH:11][C:12]=1[N+:13]([O-:15])=[O:14])[C:6]([NH:8][NH2:9])=[O:7].[Cl:16][CH2:17][C:18](Cl)=[O:19]. The catalyst is CCOC(C)=O. The product is [Cl:16][CH2:17][C:18]([NH:9][NH:8][C:6](=[O:7])[C:5]1[CH:10]=[CH:11][C:12]([N+:13]([O-:15])=[O:14])=[C:3]([O:2][CH3:1])[CH:4]=1)=[O:19]. The yield is 0.640. (5) The reactants are [CH2:1]([N:3]([CH3:18])[S:4]([C:7]1[CH:8]=[N:9][C:10]([Sn](C)(C)C)=[CH:11][C:12]=1[CH3:13])(=[O:6])=[O:5])[CH3:2].[NH2:19][C:20]1[C:25]([C:26]2[CH:27]=[C:28]3[C:33](=[CH:34][CH:35]=2)[C:32](=[O:36])[NH:31][CH2:30][CH2:29]3)=[CH:24][C:23](Br)=[CH:22][N:21]=1. No catalyst specified. The product is [NH2:19][C:20]1[N:21]=[CH:22][C:23]([C:10]2[CH:11]=[C:12]([CH3:13])[C:7]([S:4]([N:3]([CH2:1][CH3:2])[CH3:18])(=[O:6])=[O:5])=[CH:8][N:9]=2)=[CH:24][C:25]=1[C:26]1[CH:27]=[C:28]2[C:33](=[CH:34][CH:35]=1)[C:32](=[O:36])[NH:31][CH2:30][CH2:29]2. The yield is 0.330. (6) The reactants are [Br:1][C:2]1[CH:3]=[N:4][N:5]2[CH:10]=[CH:9][C:8]([N:11]3[CH2:16][CH2:15][NH:14][CH2:13][CH2:12]3)=[N:7][C:6]=12.[C:17](Cl)(=[O:28])[O:18][C:19]1[CH:24]=[CH:23][C:22]([N+:25]([O-:27])=[O:26])=[CH:21][CH:20]=1. The catalyst is CCOC(C)=O. The product is [N+:25]([C:22]1[CH:21]=[CH:20][C:19]([O:18][C:17]([N:14]2[CH2:15][CH2:16][N:11]([C:8]3[CH:9]=[CH:10][N:5]4[N:4]=[CH:3][C:2]([Br:1])=[C:6]4[N:7]=3)[CH2:12][CH2:13]2)=[O:28])=[CH:24][CH:23]=1)([O-:27])=[O:26]. The yield is 1.00. (7) The reactants are [Cl:1][C:2]1[CH:3]=[C:4]2[C:9](=[CH:10][C:11]=1[O:12][C:13]1[CH:18]=[CH:17][C:16]([C:19](=[O:34])[NH:20][CH:21]3[CH2:26][CH2:25][CH:24]([C:27]4[CH:32]=[CH:31][C:30]([Cl:33])=[CH:29][CH:28]=4)[CH2:23][CH2:22]3)=[CH:15][CH:14]=1)[O:8][CH2:7][CH2:6][CH:5]2[C:35]([OH:37])=[O:36].C[O-].[Na+:40].CO. The catalyst is C1COCC1.CO. The product is [Cl:1][C:2]1[CH:3]=[C:4]2[C:9](=[CH:10][C:11]=1[O:12][C:13]1[CH:14]=[CH:15][C:16]([C:19](=[O:34])[NH:20][CH:21]3[CH2:22][CH2:23][CH:24]([C:27]4[CH:28]=[CH:29][C:30]([Cl:33])=[CH:31][CH:32]=4)[CH2:25][CH2:26]3)=[CH:17][CH:18]=1)[O:8][CH2:7][CH2:6][CH:5]2[C:35]([O-:37])=[O:36].[Na+:40]. The yield is 1.00.